From a dataset of Reaction yield outcomes from USPTO patents with 853,638 reactions. Predict the reaction yield, written as a fraction of the theoretical maximum amount of product (1.0 means a 100% yield; for example, 0.34 means a 34% yield). (1) The reactants are Cl[C:2]1[CH:7]=[C:6]([C:8]([F:11])([F:10])[F:9])[CH:5]=[CH:4][N:3]=1.[NH:12]1[CH2:17][CH2:16][NH:15][CH2:14][CH2:13]1.C(N(CC)CC)C. The catalyst is CN(C=O)C. The product is [F:9][C:8]([F:11])([F:10])[C:6]1[CH:5]=[CH:4][N:3]=[C:2]([N:12]2[CH2:17][CH2:16][NH:15][CH2:14][CH2:13]2)[CH:7]=1. The yield is 0.430. (2) The reactants are [O-]P([O-])([O-])=O.[K+].[K+].[K+].[C@@H:9]1([NH2:16])[CH2:14][CH2:13][CH2:12][CH2:11][C@H:10]1[NH2:15].I[C:18]1[CH:19]=[C:20]([CH3:25])[CH:21]=[C:22]([CH3:24])[CH:23]=1. The catalyst is [Cu]I.COCCOCCOC. The product is [CH3:24][C:22]1[CH:23]=[C:18]([N:15]([C:18]2[CH:23]=[C:22]([CH3:24])[CH:21]=[C:20]([CH3:25])[CH:19]=2)[C@@H:10]2[CH2:11][CH2:12][CH2:13][CH2:14][C@H:9]2[NH2:16])[CH:19]=[C:20]([CH3:25])[CH:21]=1. The yield is 0.720. (3) The reactants are [F:1][C@H:2]([C:4]1[S:8][C:7]2=[N:9][C:10]([C:12]3[O:13][C:14]4[CH:20]=[C:19]([O:21][CH3:22])[CH:18]=[C:17]([O:23][CH2:24][C:25]5[N:26]=[C:27]([C:30]6(O)[CH2:35][CH:34]([CH3:36])[O:33][CH:32]([CH3:37])[CH2:31]6)[S:28][CH:29]=5)[C:15]=4[CH:16]=3)=[CH:11][N:6]2[N:5]=1)[CH3:3].CCN(S(F)(F)[F:45])CC. The catalyst is C(Cl)Cl. The product is [F:45][C:30]1([C:27]2[S:28][CH:29]=[C:25]([CH2:24][O:23][C:17]3[C:15]4[CH:16]=[C:12]([C:10]5[N:9]=[C:7]6[N:6]([CH:11]=5)[N:5]=[C:4]([C@@H:2]([F:1])[CH3:3])[S:8]6)[O:13][C:14]=4[CH:20]=[C:19]([O:21][CH3:22])[CH:18]=3)[N:26]=2)[CH2:31][CH:32]([CH3:37])[O:33][CH:34]([CH3:36])[CH2:35]1. The yield is 0.664. (4) The catalyst is C1(C)C=CC=CC=1.C1C=CC(/C=C/C(/C=C/C2C=CC=CC=2)=O)=CC=1.C1C=CC(/C=C/C(/C=C/C2C=CC=CC=2)=O)=CC=1.C1C=CC(/C=C/C(/C=C/C2C=CC=CC=2)=O)=CC=1.[Pd].[Pd]. The yield is 0.490. The reactants are [Cl:1][C:2]1[CH:18]=[CH:17][C:5]2[CH2:6][CH2:7][N:8]([C:11](=[O:16])[C:12]([F:15])([F:14])[F:13])[CH2:9][CH2:10][C:4]=2[C:3]=1OS(C(F)(F)F)(=O)=O.[Cl:27][C:28]1[CH:29]=[C:30]([CH:33]=[CH:34][C:35]=1[C:36](=[O:42])[CH2:37][C:38]([CH3:41])([CH3:40])[CH3:39])[CH2:31][NH2:32].C1C=CC(P(C2C(C3C(P(C4C=CC=CC=4)C4C=CC=CC=4)=CC=C4C=3C=CC=C4)=C3C(C=CC=C3)=CC=2)C2C=CC=CC=2)=CC=1.C(=O)([O-])[O-].[Cs+].[Cs+]. The product is [Cl:1][C:2]1[CH:18]=[CH:17][C:5]2[CH2:6][CH2:7][N:8]([C:11](=[O:16])[C:12]([F:15])([F:14])[F:13])[CH2:9][CH2:10][C:4]=2[C:3]=1[NH:32][CH2:31][C:30]1[CH:33]=[CH:34][C:35]([C:36](=[O:42])[CH2:37][C:38]([CH3:39])([CH3:40])[CH3:41])=[C:28]([Cl:27])[CH:29]=1. (5) The reactants are [CH3:1][O:2][C:3](=[O:12])[C:4]([C:10]#[N:11])=[CH:5][CH2:6][CH:7]([CH3:9])[CH3:8].[N+]([CH3:16])([O-])=O. The catalyst is C(#N)C. The product is [CH3:1][O:2][C:3]([C:4]1([C:10]#[N:11])[CH2:16][CH:5]1[CH2:6][CH:7]([CH3:9])[CH3:8])=[O:12]. The yield is 0.690. (6) The reactants are [Cl:1][C:2]1[S:3][C:4]2[CH:10]=[C:9]([O:11][CH3:12])[CH:8]=[CH:7][C:5]=2[N:6]=1.[CH:13]([N:16]1[CH2:21][CH2:20][NH:19][CH2:18][CH2:17]1)([CH3:15])[CH3:14]. No catalyst specified. The product is [ClH:1].[CH:13]([N:16]1[CH2:21][CH2:20][N:19]([C:2]2[S:3][C:4]3[CH:10]=[C:9]([O:11][CH3:12])[CH:8]=[CH:7][C:5]=3[N:6]=2)[CH2:18][CH2:17]1)([CH3:15])[CH3:14]. The yield is 0.800. (7) The reactants are [F:1][C:2]([F:7])([F:6])[C:3]([CH3:5])=O.[Cl:8][C:9]1[C:10]([NH:15][NH2:16])=[N:11][CH:12]=[CH:13][CH:14]=1. No catalyst specified. The product is [F:1][C:2]([F:7])([F:6])[C:3](=[N:16][N:15]=[C:10]1[C:9]([Cl:8])=[CH:14][CH:13]=[CH:12][NH:11]1)[CH3:5]. The yield is 0.660.